From a dataset of Full USPTO retrosynthesis dataset with 1.9M reactions from patents (1976-2016). Predict the reactants needed to synthesize the given product. (1) Given the product [NH2:8][C@H:12]([CH2:13][F:14])[C@@H:11]([C:15]1[CH:20]=[CH:19][C:18]([C:21]2[CH:26]=[CH:25][N:24]3[CH:27]=[C:28]([CH2:30][NH:31][S:32]([CH3:35])(=[O:33])=[O:34])[N:29]=[C:23]3[CH:22]=2)=[CH:17][CH:16]=1)[OH:10], predict the reactants needed to synthesize it. The reactants are: C(OC([N:8]1[C@H:12]([CH2:13][F:14])[C@@H:11]([C:15]2[CH:20]=[CH:19][C:18]([C:21]3[CH:26]=[CH:25][N:24]4[CH:27]=[C:28]([CH2:30][NH:31][S:32]([CH3:35])(=[O:34])=[O:33])[N:29]=[C:23]4[CH:22]=3)=[CH:17][CH:16]=2)[O:10]C1(C)C)=O)(C)(C)C.FC(F)(F)C(O)=O. (2) Given the product [N:1]1([CH2:5][CH2:6][N:7]2[CH:11]=[C:10]([C:12]3[CH:13]=[N:14][CH:15]=[C:16]([CH3:18])[CH:17]=3)[N:9]=[C:8]2[CH:22]2[CH2:27][CH2:26][N:25]([C:28]3[N:33]=[CH:32][N:31]=[C:30]([NH2:34])[C:29]=3[CH2:35][CH3:36])[CH2:24][CH2:23]2)[CH2:4][CH2:3][CH2:2]1, predict the reactants needed to synthesize it. The reactants are: [N:1]1([CH2:5][CH2:6][N:7]2[CH:11]=[C:10]([C:12]3[CH:13]=[N:14][CH:15]=[C:16]([C:18](F)(F)F)[CH:17]=3)[N:9]=[C:8]2[CH:22]2[CH2:27][CH2:26][N:25]([C:28]3[N:33]=[CH:32][N:31]=[C:30]([NH2:34])[C:29]=3[CH2:35][CH3:36])[CH2:24][CH2:23]2)[CH2:4][CH2:3][CH2:2]1.N1(CCN2C=C(C3C=NC=C(C)C=3)N=C2C2CCNCC2)CCC1. (3) Given the product [F:35][C:36]([F:49])([F:48])[S:37]([O:26][C:25]1[C:2]([CH3:1])=[CH:3][C:4]([C:5]([NH:7][CH2:8][C:9]2[CH:14]=[CH:13][CH:12]=[C:11]([O:15][Si:16]([C:19]([CH3:22])([CH3:21])[CH3:20])([CH3:18])[CH3:17])[CH:10]=2)=[O:6])=[CH:23][C:24]=1[CH3:27])(=[O:39])=[O:38], predict the reactants needed to synthesize it. The reactants are: [CH3:1][C:2]1[CH:3]=[C:4]([CH:23]=[C:24]([CH3:27])[C:25]=1[OH:26])[C:5]([NH:7][CH2:8][C:9]1[CH:14]=[CH:13][CH:12]=[C:11]([O:15][Si:16]([C:19]([CH3:22])([CH3:21])[CH3:20])([CH3:18])[CH3:17])[CH:10]=1)=[O:6].C(N(CC)CC)C.[F:35][C:36]([F:49])([F:48])[S:37](O[S:37]([C:36]([F:49])([F:48])[F:35])(=[O:39])=[O:38])(=[O:39])=[O:38]. (4) Given the product [Cl:1][C:2]1[N:3]=[C:4]([N:35]2[CH2:36][CH2:37][N:32]([C:30](=[O:31])[CH2:29][C:23]3[CH:24]=[CH:25][CH:26]=[CH:27][CH:28]=3)[CH2:33][CH2:34]2)[C:5]2[CH:10]=[C:9]([CH2:11][CH3:12])[S:8][C:6]=2[N:7]=1, predict the reactants needed to synthesize it. The reactants are: [Cl:1][C:2]1[N:3]=[C:4](Cl)[C:5]2[CH:10]=[C:9]([CH2:11][CH3:12])[S:8][C:6]=2[N:7]=1.C(N(C(C)C)CC)(C)C.[C:23]1([CH2:29][C:30]([N:32]2[CH2:37][CH2:36][NH:35][CH2:34][CH2:33]2)=[O:31])[CH:28]=[CH:27][CH:26]=[CH:25][CH:24]=1. (5) Given the product [Cl:5][C:6]1[CH:11]=[C:10]([F:12])[CH:9]=[CH:8][C:7]=1[O:4][CH2:3][CH2:2][F:1], predict the reactants needed to synthesize it. The reactants are: [F:1][CH2:2][CH2:3][OH:4].[Cl:5][C:6]1[CH:11]=[C:10]([F:12])[CH:9]=[CH:8][C:7]=1O.C(N(CC)C(C)C)(C)C.O(S(C(F)(F)F)(=O)=O)S(C(F)(F)F)(=O)=O.C1(O)C=CC=CC=1. (6) Given the product [C:1]([O:5][C:6]([N:8]1[CH2:9][CH2:10][N:11]([CH2:14][C:15]2[CH:20]=[CH:19][CH:18]=[CH:17][CH:16]=2)[CH2:12][CH:13]1[CH2:35][C:36]1[CH:45]=[CH:44][C:43]2[C:38](=[CH:39][CH:40]=[CH:41][CH:42]=2)[CH:37]=1)=[O:7])([CH3:4])([CH3:2])[CH3:3], predict the reactants needed to synthesize it. The reactants are: [C:1]([O:5][C:6]([N:8]1[CH2:13][CH2:12][N:11]([CH2:14][C:15]2[CH:20]=[CH:19][CH:18]=[CH:17][CH:16]=2)[CH2:10][CH2:9]1)=[O:7])([CH3:4])([CH3:3])[CH3:2].CN(C)CCN(C)C.C([Li])(CC)C.Br[CH2:35][C:36]1[CH:45]=[CH:44][C:43]2[C:38](=[CH:39][CH:40]=[CH:41][CH:42]=2)[CH:37]=1.